Regression. Given two drug SMILES strings and cell line genomic features, predict the synergy score measuring deviation from expected non-interaction effect. From a dataset of NCI-60 drug combinations with 297,098 pairs across 59 cell lines. (1) Drug 1: C1C(C(OC1N2C=NC3=C2NC=NCC3O)CO)O. Drug 2: COCCOC1=C(C=C2C(=C1)C(=NC=N2)NC3=CC=CC(=C3)C#C)OCCOC.Cl. Cell line: NCI-H322M. Synergy scores: CSS=35.9, Synergy_ZIP=4.56, Synergy_Bliss=3.92, Synergy_Loewe=-7.86, Synergy_HSA=3.38. (2) Drug 1: C1CCN(CC1)CCOC2=CC=C(C=C2)C(=O)C3=C(SC4=C3C=CC(=C4)O)C5=CC=C(C=C5)O. Drug 2: CC(C)NC(=O)C1=CC=C(C=C1)CNNC.Cl. Cell line: SK-MEL-28. Synergy scores: CSS=-13.4, Synergy_ZIP=8.03, Synergy_Bliss=2.95, Synergy_Loewe=-10.2, Synergy_HSA=-8.17. (3) Drug 1: C1=C(C(=O)NC(=O)N1)F. Drug 2: CCCS(=O)(=O)NC1=C(C(=C(C=C1)F)C(=O)C2=CNC3=C2C=C(C=N3)C4=CC=C(C=C4)Cl)F. Cell line: HCT-15. Synergy scores: CSS=41.4, Synergy_ZIP=0.793, Synergy_Bliss=-1.87, Synergy_Loewe=-7.84, Synergy_HSA=-3.04. (4) Drug 1: C1CCC(C1)C(CC#N)N2C=C(C=N2)C3=C4C=CNC4=NC=N3. Drug 2: CC(C1=C(C=CC(=C1Cl)F)Cl)OC2=C(N=CC(=C2)C3=CN(N=C3)C4CCNCC4)N. Cell line: CCRF-CEM. Synergy scores: CSS=26.0, Synergy_ZIP=-0.150, Synergy_Bliss=-4.90, Synergy_Loewe=-23.4, Synergy_HSA=-7.24. (5) Drug 1: CC(CN1CC(=O)NC(=O)C1)N2CC(=O)NC(=O)C2. Drug 2: CC=C1C(=O)NC(C(=O)OC2CC(=O)NC(C(=O)NC(CSSCCC=C2)C(=O)N1)C(C)C)C(C)C. Cell line: A549. Synergy scores: CSS=60.3, Synergy_ZIP=1.90, Synergy_Bliss=2.16, Synergy_Loewe=2.47, Synergy_HSA=3.73. (6) Drug 1: CCCCC(=O)OCC(=O)C1(CC(C2=C(C1)C(=C3C(=C2O)C(=O)C4=C(C3=O)C=CC=C4OC)O)OC5CC(C(C(O5)C)O)NC(=O)C(F)(F)F)O. Drug 2: CC1CCC2CC(C(=CC=CC=CC(CC(C(=O)C(C(C(=CC(C(=O)CC(OC(=O)C3CCCCN3C(=O)C(=O)C1(O2)O)C(C)CC4CCC(C(C4)OC)O)C)C)O)OC)C)C)C)OC. Cell line: BT-549. Synergy scores: CSS=53.3, Synergy_ZIP=-5.11, Synergy_Bliss=-7.81, Synergy_Loewe=-6.38, Synergy_HSA=-5.20.